This data is from Forward reaction prediction with 1.9M reactions from USPTO patents (1976-2016). The task is: Predict the product of the given reaction. Given the reactants [Br:1][C:2]1[C:10]2[N:9]=[C:8]([CH:11]([F:13])[F:12])[N:7]([CH2:14][C:15]3[CH:20]=[CH:19][CH:18]=[C:17]([Cl:21])[C:16]=3[CH3:22])[C:6]=2[CH:5]=[C:4]([NH2:23])[CH:3]=1.[OH-].[Na+].Br[CH2:27][CH2:28][O:29][CH2:30][CH2:31]Br, predict the reaction product. The product is: [Br:1][C:2]1[C:10]2[N:9]=[C:8]([CH:11]([F:13])[F:12])[N:7]([CH2:14][C:15]3[CH:20]=[CH:19][CH:18]=[C:17]([Cl:21])[C:16]=3[CH3:22])[C:6]=2[CH:5]=[C:4]([N:23]2[CH2:31][CH2:30][O:29][CH2:28][CH2:27]2)[CH:3]=1.